From a dataset of Forward reaction prediction with 1.9M reactions from USPTO patents (1976-2016). Predict the product of the given reaction. (1) Given the reactants [CH3:1][CH2:2][O:3][C:4]([C:6]1[N:24]([C:25]([O:27][C:28]([CH3:31])([CH3:30])[CH3:29])=[O:26])[C:9]2=[N:10][C:11]([Cl:23])=[C:12]([O:14]C(=O)C3C=CC=CC=3)[CH:13]=[C:8]2[CH:7]=1)=[O:5].C(=O)([O-])[O-].[K+].[K+], predict the reaction product. The product is: [CH3:1][CH2:2][O:3][C:4]([C:6]1[N:24]([C:25]([O:27][C:28]([CH3:29])([CH3:31])[CH3:30])=[O:26])[C:9]2=[N:10][C:11]([Cl:23])=[C:12]([OH:14])[CH:13]=[C:8]2[CH:7]=1)=[O:5]. (2) Given the reactants [H-].[Na+].[O:3]1[C:7]2([CH2:12][CH2:11][CH:10]([CH2:13][OH:14])[CH2:9][CH2:8]2)[O:6][CH2:5][CH2:4]1.CC1C=CC(S(O[CH2:26][CH2:27][F:28])(=O)=O)=CC=1.O, predict the reaction product. The product is: [F:28][CH2:27][CH2:26][O:14][CH2:13][CH:10]1[CH2:11][CH2:12][C:7]2([O:6][CH2:5][CH2:4][O:3]2)[CH2:8][CH2:9]1. (3) Given the reactants Br[C:2]1[S:6][C:5](/[CH:7]=[CH:8]/[C:9](=[O:11])[CH3:10])=[CH:4][CH:3]=1.C1([As](C2C=CC=CC=2)C2C=CC=CC=2)C=CC=CC=1.[CH3:31][S:32][C:33]1[N:38]=[C:37]([Sn](CCCC)(CCCC)CCCC)[CH:36]=[CH:35][N:34]=1, predict the reaction product. The product is: [CH3:31][S:32][C:33]1[N:38]=[C:37]([C:2]2[S:6][C:5](/[CH:7]=[CH:8]/[C:9](=[O:11])[CH3:10])=[CH:4][CH:3]=2)[CH:36]=[CH:35][N:34]=1. (4) Given the reactants [NH:1]1[CH2:6][CH2:5][CH:4]([O:7][C:8]2[N:13]=[CH:12][C:11]([C:14]3[CH:19]=[CH:18][C:17]([C:20]#[N:21])=[CH:16][CH:15]=3)=[CH:10][N:9]=2)[CH2:3][CH2:2]1.[C:22]1(=O)[CH2:26][CH2:25][CH2:24][CH2:23]1, predict the reaction product. The product is: [CH:22]1([N:1]2[CH2:2][CH2:3][CH:4]([O:7][C:8]3[N:9]=[CH:10][C:11]([C:14]4[CH:19]=[CH:18][C:17]([C:20]#[N:21])=[CH:16][CH:15]=4)=[CH:12][N:13]=3)[CH2:5][CH2:6]2)[CH2:26][CH2:25][CH2:24][CH2:23]1. (5) Given the reactants [OH:1][C:2]1[CH:3]=[CH:4][CH:5]=[C:6]2[C:10]=1[NH:9][CH:8]=[CH:7]2.C(=O)([O-])[O-].[K+].[K+].Br[CH2:18][C:19]#[N:20], predict the reaction product. The product is: [NH:9]1[C:10]2[C:6](=[CH:5][CH:4]=[CH:3][C:2]=2[O:1][CH2:18][C:19]#[N:20])[CH:7]=[CH:8]1. (6) Given the reactants [CH3:1][O:2][C:3]1[CH:10]=[CH:9][C:8]([O:11]COC)=[CH:7][C:4]=1[CH:5]=[O:6].Cl, predict the reaction product. The product is: [OH:11][C:8]1[CH:9]=[CH:10][C:3]([O:2][CH3:1])=[C:4]([CH:7]=1)[CH:5]=[O:6].